From a dataset of Peptide-MHC class I binding affinity with 185,985 pairs from IEDB/IMGT. Regression. Given a peptide amino acid sequence and an MHC pseudo amino acid sequence, predict their binding affinity value. This is MHC class I binding data. (1) The peptide sequence is MIEPRTLQY. The MHC is HLA-A03:01 with pseudo-sequence HLA-A03:01. The binding affinity (normalized) is 0.306. (2) The peptide sequence is IMYDHLPGF. The MHC is HLA-C12:03 with pseudo-sequence HLA-C12:03. The binding affinity (normalized) is 0.471. (3) The peptide sequence is FLLFLEITY. The MHC is HLA-A11:01 with pseudo-sequence HLA-A11:01. The binding affinity (normalized) is 0.106.